Dataset: Catalyst prediction with 721,799 reactions and 888 catalyst types from USPTO. Task: Predict which catalyst facilitates the given reaction. Reactant: [C:1]1([C:7]2[C:11]([C:12]([F:15])([F:14])[F:13])=[C:10]([CH:16]=[N:17][OH:18])[O:9][N:8]=2)[CH:6]=[CH:5][CH:4]=[CH:3][CH:2]=1.[Cl:19]NC(=O)CCC(N)=O. Product: [OH:18][N:17]=[C:16]([Cl:19])[C:10]1[O:9][N:8]=[C:7]([C:1]2[CH:2]=[CH:3][CH:4]=[CH:5][CH:6]=2)[C:11]=1[C:12]([F:13])([F:14])[F:15]. The catalyst class is: 9.